The task is: Predict the product of the given reaction.. This data is from Forward reaction prediction with 1.9M reactions from USPTO patents (1976-2016). (1) Given the reactants [CH3:1][O:2][C:3]1[CH:12]=[C:11]([O:13][CH3:14])[CH:10]=[CH:9][C:4]=1[C:5]([NH:7][NH2:8])=[O:6].[CH2:15]([N:19]=[C:20]=[S:21])[CH:16]([CH3:18])[CH3:17], predict the reaction product. The product is: [CH3:1][O:2][C:3]1[CH:12]=[C:11]([O:13][CH3:14])[CH:10]=[CH:9][C:4]=1[C:5]([NH:7][NH:8][C:20]([NH:19][CH2:15][CH:16]([CH3:18])[CH3:17])=[S:21])=[O:6]. (2) Given the reactants [ClH:1].[F:2][C:3]1([F:17])[C:7]([F:9])([F:8])[CH2:6][N:5](CC2C=CC=CC=2)[CH2:4]1.[H][H], predict the reaction product. The product is: [ClH:1].[F:2][C:3]1([F:17])[C:7]([F:9])([F:8])[CH2:6][NH:5][CH2:4]1. (3) The product is: [CH2:34]([C:31]1[CH:30]=[N:29][C:28]([N:23]2[CH2:24][CH2:25][CH:20]([C@@:18]3([CH3:26])[O:17][C:14]4=[CH:15][N:16]=[C:11]([C:8]5[CH2:9][CH2:10][N:5]([S:2]([CH3:1])(=[O:3])=[O:4])[CH2:6][CH:7]=5)[CH:12]=[C:13]4[CH2:19]3)[CH2:21][CH2:22]2)=[N:33][CH:32]=1)[CH3:35]. Given the reactants [CH3:1][S:2]([N:5]1[CH2:10][CH:9]=[C:8]([C:11]2[CH:12]=[C:13]3[CH2:19][C@@:18]([CH3:26])([CH:20]4[CH2:25][CH2:24][NH:23][CH2:22][CH2:21]4)[O:17][C:14]3=[CH:15][N:16]=2)[CH2:7][CH2:6]1)(=[O:4])=[O:3].Cl[C:28]1[N:33]=[CH:32][C:31]([CH2:34][CH3:35])=[CH:30][N:29]=1.C(=O)([O-])[O-].[K+].[K+], predict the reaction product. (4) The product is: [Br:1][C:2]1[C:3](=[O:30])[N:4]([C:19]2[CH:24]=[C:23]([C:25]3[CH:26]=[CH:27][N:36]=[C:34]([C:33]([OH:32])([CH3:38])[CH3:37])[N:35]=3)[CH:22]=[CH:21][C:20]=2[CH3:29])[C:5]([CH3:18])=[N:6][C:7]=1[O:8][CH2:9][C:10]1[CH:15]=[CH:14][C:13]([F:16])=[CH:12][C:11]=1[F:17]. Given the reactants [Br:1][C:2]1[C:3](=[O:30])[N:4]([C:19]2[CH:24]=[C:23]([C:25](=O)[C:26]#[CH:27])[CH:22]=[CH:21][C:20]=2[CH3:29])[C:5]([CH3:18])=[N:6][C:7]=1[O:8][CH2:9][C:10]1[CH:15]=[CH:14][C:13]([F:16])=[CH:12][C:11]=1[F:17].Cl.[OH:32][C:33]([CH3:38])([CH3:37])[C:34]([NH2:36])=[NH:35].C(=O)([O-])[O-].[K+].[K+], predict the reaction product.